This data is from Full USPTO retrosynthesis dataset with 1.9M reactions from patents (1976-2016). The task is: Predict the reactants needed to synthesize the given product. (1) Given the product [C:1]1([C:7]2[C:8]3[N:9]([N:14]=[C:15]([NH:17][CH:28]4[CH2:29][CH2:30][N:25]([C:21]5[CH:20]=[C:19]([CH3:18])[N:24]=[CH:23][N:22]=5)[CH2:26][CH2:27]4)[N:16]=3)[CH:10]=[C:11]([CH3:13])[CH:12]=2)[CH2:6][CH2:5][CH2:4][CH2:3][CH:2]=1, predict the reactants needed to synthesize it. The reactants are: [C:1]1([C:7]2[C:8]3[N:9]([N:14]=[C:15]([NH2:17])[N:16]=3)[CH:10]=[C:11]([CH3:13])[CH:12]=2)[CH2:6][CH2:5][CH2:4][CH2:3][CH:2]=1.[CH3:18][C:19]1[N:24]=[CH:23][N:22]=[C:21]([N:25]2[CH2:30][CH2:29][C:28](=O)[CH2:27][CH2:26]2)[CH:20]=1.C(Cl)Cl. (2) Given the product [ClH:1].[Cl:1][C:2]1[CH:3]=[C:4]([NH:5][NH2:13])[CH:6]=[CH:7][C:8]=1[S:9]([CH3:12])(=[O:11])=[O:10], predict the reactants needed to synthesize it. The reactants are: [Cl:1][C:2]1[CH:3]=[C:4]([CH:6]=[CH:7][C:8]=1[S:9]([CH3:12])(=[O:11])=[O:10])[NH2:5].[N:13]([O-])=O.[Na+].O.O.[Sn](Cl)Cl.[OH-].[Na+].